Task: Regression/Classification. Given a drug SMILES string, predict its absorption, distribution, metabolism, or excretion properties. Task type varies by dataset: regression for continuous measurements (e.g., permeability, clearance, half-life) or binary classification for categorical outcomes (e.g., BBB penetration, CYP inhibition). Dataset: rlm.. Dataset: Rat liver microsome stability data (1) The molecule is CS(=O)(=O)N1CCN(C(=O)c2cnc3c(F)cc(F)cc3c2N2CCC(C#N)(c3ccccc3)CC2)CC1. The result is 1 (stable in rat liver microsomes). (2) The drug is FC(F)(F)c1ccccc1-c1nc(NCc2cccc3ccccc23)c2ccccc2n1. The result is 1 (stable in rat liver microsomes).